Dataset: CYP3A4 inhibition data for predicting drug metabolism from PubChem BioAssay. Task: Regression/Classification. Given a drug SMILES string, predict its absorption, distribution, metabolism, or excretion properties. Task type varies by dataset: regression for continuous measurements (e.g., permeability, clearance, half-life) or binary classification for categorical outcomes (e.g., BBB penetration, CYP inhibition). Dataset: cyp3a4_veith. (1) The molecule is COc1cc([N+](=O)[O-])ccc1NC(=O)CCCOc1cccc(C)c1. The result is 1 (inhibitor). (2) The drug is CCCCCCCC/C=C\CCCCCCCC(=O)NCc1ccc(O)c(OC)c1. The result is 1 (inhibitor). (3) The drug is COc1ccccc1NC(=O)Cn1nnc(-c2ccccc2NC(=O)c2cc3ccccc3oc2=O)n1. The result is 1 (inhibitor). (4) The molecule is CSc1nnc(-c2ccc(Cl)cc2Cl)o1. The result is 0 (non-inhibitor). (5) The drug is O=C(c1cnccn1)N1CCC2(CCCN(c3ccccc3)C2)CC1. The result is 1 (inhibitor). (6) The molecule is CN1[C@H]2CCC[C@@H]1CC(=O)C2. The result is 0 (non-inhibitor). (7) The molecule is O=C(N1CCOCC1)C1(c2ccccc2)CCNCC1. The result is 0 (non-inhibitor).